Task: Predict the product of the given reaction.. Dataset: Forward reaction prediction with 1.9M reactions from USPTO patents (1976-2016) (1) Given the reactants Br[C:2]1[CH:7]=[CH:6][C:5]([S:8]([CH2:11][CH2:12][C:13]([O:15][C:16]([CH3:19])([CH3:18])[CH3:17])=[O:14])(=[O:10])=[O:9])=[CH:4][CH:3]=1.[N:20]1[CH:25]=[CH:24][C:23](OB(O)O)=[CH:22][CH:21]=1.C(=O)([O-])[O-].[Na+].[Na+].C(COC)OC, predict the reaction product. The product is: [N:20]1[CH:25]=[CH:24][C:23]([C:2]2[CH:7]=[CH:6][C:5]([S:8]([CH2:11][CH2:12][C:13]([O:15][C:16]([CH3:19])([CH3:18])[CH3:17])=[O:14])(=[O:10])=[O:9])=[CH:4][CH:3]=2)=[CH:22][CH:21]=1. (2) Given the reactants ICI.[Sn](Cl)(Cl)(Cl)Cl.C(Cl)Cl.[Br:12][C:13]1[CH:18]=[CH:17][C:16]([C:19](=O)[CH:20]([F:22])[F:21])=[CH:15][CH:14]=1.[C:24](=O)(O)[O-].[Na+], predict the reaction product. The product is: [Br:12][C:13]1[CH:18]=[CH:17][C:16]([C:19]([CH:20]([F:22])[F:21])=[CH2:24])=[CH:15][CH:14]=1. (3) Given the reactants [CH3:1][N:2]([CH3:18])[C:3](=[O:17])[NH:4][C:5]1[CH:6]=[CH:7][C:8]2[N:9]([CH:11]=[C:12]([C:14]([OH:16])=O)[N:13]=2)[CH:10]=1.[NH2:19][C@@H:20]([CH3:37])[CH2:21][N:22]1[CH:26]=[CH:25][C:24]([C:27]2[CH:34]=[C:33]([F:35])[C:30]([C:31]#[N:32])=[C:29]([Cl:36])[CH:28]=2)=[N:23]1.CN(C(ON1N=NC2C=CC=CC1=2)=[N+](C)C)C.F[P-](F)(F)(F)(F)F, predict the reaction product. The product is: [Cl:36][C:29]1[CH:28]=[C:27]([C:24]2[CH:25]=[CH:26][N:22]([CH2:21][C@@H:20]([NH:19][C:14]([C:12]3[N:13]=[C:8]4[CH:7]=[CH:6][C:5]([NH:4][C:3]([N:2]([CH3:1])[CH3:18])=[O:17])=[CH:10][N:9]4[CH:11]=3)=[O:16])[CH3:37])[N:23]=2)[CH:34]=[C:33]([F:35])[C:30]=1[C:31]#[N:32]. (4) Given the reactants [SH:1][C:2]1[C:3]2[N:10]=[C:9]([C:11]([O:13]CC)=[O:12])[S:8][C:4]=2[N:5]=[CH:6][N:7]=1.I[CH3:17], predict the reaction product. The product is: [CH3:17][S:1][C:2]1[C:3]2[N:10]=[C:9]([C:11]([OH:13])=[O:12])[S:8][C:4]=2[N:5]=[CH:6][N:7]=1. (5) Given the reactants [CH3:1][O:2][C:3]1[CH:8]=[CH:7][C:6]([S:9]([N:12]([CH3:25])[C:13]2[CH:18]=[C:17]([O:19][CH3:20])[C:16]([O:21][CH3:22])=[C:15]([O:23][CH3:24])[CH:14]=2)(=[O:11])=[O:10])=[CH:5][C:4]=1[N+:26]([O-])=O.C1COCC1, predict the reaction product. The product is: [NH2:26][C:4]1[CH:5]=[C:6]([S:9]([N:12]([CH3:25])[C:13]2[CH:18]=[C:17]([O:19][CH3:20])[C:16]([O:21][CH3:22])=[C:15]([O:23][CH3:24])[CH:14]=2)(=[O:10])=[O:11])[CH:7]=[CH:8][C:3]=1[O:2][CH3:1]. (6) Given the reactants [C:1]1(=[O:7])[O:6][C:4](=[O:5])[CH:3]=[CH:2]1.[CH:8]12[CH2:14][CH:11]([CH2:12][CH2:13]1)[CH:10]=[CH:9]2.[C:15]([O:19][C:20](=[O:23])[CH:21]=[CH2:22])([CH3:18])([CH3:17])[CH3:16].[C:24]([OH:28])(=[O:27])[CH:25]=[CH2:26].[C:29]([O:34][CH2:35][CH3:36])(=[O:33])[CH:30]([CH3:32])[OH:31], predict the reaction product. The product is: [C:8]12([C:3]3=[CH:2][C:1]([O:6][C:4]3=[O:5])=[O:7])[CH2:14][CH:11]([CH2:12][CH2:13]1)[CH:10]=[CH:9]2.[C:15]([O:19][C:20](=[O:23])[CH:21]=[CH2:22])([CH3:18])([CH3:17])[CH3:16].[C:24]([OH:28])(=[O:27])[CH:25]=[CH2:26].[C:29]([O:34][CH2:35][CH3:36])(=[O:33])[CH:30]([CH3:32])[OH:31].